This data is from Reaction yield outcomes from USPTO patents with 853,638 reactions. The task is: Predict the reaction yield, written as a fraction of the theoretical maximum amount of product (1.0 means a 100% yield; for example, 0.34 means a 34% yield). (1) The reactants are C(O[C:4]([C:6]1[C:14]2[CH2:13][CH2:12][N:11]([C:15]3[CH:20]=[CH:19][C:18]([N:21]4[CH2:26][CH2:25][CH2:24][CH2:23][C:22]4=[O:27])=[CH:17][CH:16]=3)[C:10](=[O:28])[C:9]=2[N:8]([C:29]2[CH:34]=[CH:33][C:32]([O:35][CH3:36])=[CH:31][CH:30]=2)[N:7]=1)=O)C.[Li+].[BH4-].C(Cl)Cl.P(Br)(Br)Br. The catalyst is C1COCC1.CC(O)=O.[Zn]. The product is [CH3:36][O:35][C:32]1[CH:31]=[CH:30][C:29]([N:8]2[C:9]3[C:10](=[O:28])[N:11]([C:15]4[CH:20]=[CH:19][C:18]([N:21]5[CH2:26][CH2:25][CH2:24][CH2:23][C:22]5=[O:27])=[CH:17][CH:16]=4)[CH2:12][CH2:13][C:14]=3[C:6]([CH3:4])=[N:7]2)=[CH:34][CH:33]=1. The yield is 0.580. (2) The reactants are [F:1][C:2]1[C:3]([CH2:24][NH:25][CH3:26])=[CH:4][N:5]([S:14]([C:17]2[CH:18]=[N:19][CH:20]=[CH:21][C:22]=2[CH3:23])(=[O:16])=[O:15])[C:6]=1[C:7]1[C:8]([F:13])=[N:9][CH:10]=[CH:11][CH:12]=1.[C:27]([OH:34])(=[O:33])/[CH:28]=[CH:29]/[C:30]([OH:32])=[O:31]. The catalyst is C(OCC)(=O)C.C(O)C. The product is [C:27]([OH:34])(=[O:33])/[CH:28]=[CH:29]/[C:30]([OH:32])=[O:31].[F:1][C:2]1[C:3]([CH2:24][NH:25][CH3:26])=[CH:4][N:5]([S:14]([C:17]2[CH:18]=[N:19][CH:20]=[CH:21][C:22]=2[CH3:23])(=[O:16])=[O:15])[C:6]=1[C:7]1[C:8]([F:13])=[N:9][CH:10]=[CH:11][CH:12]=1. The yield is 0.810. (3) The reactants are [N:1]1[CH:6]=[CH:5][CH:4]=[C:3]([CH2:7][OH:8])[CH:2]=1.C1N=CN([C:14](N2C=NC=C2)=[O:15])C=1.C1CCN2C(=NCCC2)CC1.[C@H:32]12[CH2:38][C@H:35]([NH:36][CH2:37]1)[CH2:34][N:33]2[C:39]1[N:44]=[CH:43][C:42]([C:45]([O:47][CH2:48][CH3:49])=[O:46])=[CH:41][N:40]=1. The catalyst is C1COCC1.C(OCC)(=O)C. The product is [CH2:48]([O:47][C:45]([C:42]1[CH:41]=[N:40][C:39]([N:33]2[CH2:34][C@@H:35]3[CH2:38][C@H:32]2[CH2:37][N:36]3[C:14]([O:8][CH2:7][C:3]2[CH:2]=[N:1][CH:6]=[CH:5][CH:4]=2)=[O:15])=[N:44][CH:43]=1)=[O:46])[CH3:49]. The yield is 0.240. (4) The reactants are [Cl:1][C:2]1[CH:3]=[C:4]([NH:9][C:10]2[N:15]=[CH:14][N:13]=[C:12]([NH:16][C:17]3[CH:18]=[C:19]([NH2:23])[CH:20]=[CH:21][CH:22]=3)[CH:11]=2)[CH:5]=[CH:6][C:7]=1[F:8].C(N(CC)CC)C.Cl[CH2:32][CH2:33][S:34](Cl)(=[O:36])=[O:35]. The catalyst is C1COCC1. The product is [Cl:1][C:2]1[CH:3]=[C:4]([NH:9][C:10]2[N:15]=[CH:14][N:13]=[C:12]([NH:16][C:17]3[CH:18]=[C:19]([NH:23][S:34]([CH:33]=[CH2:32])(=[O:36])=[O:35])[CH:20]=[CH:21][CH:22]=3)[CH:11]=2)[CH:5]=[CH:6][C:7]=1[F:8]. The yield is 0.0900. (5) The reactants are [CH:1](=O)[CH3:2].[CH2:4]([O:6][C:7]([C:9]1[CH:10]=[N:11][N:12]([C:14]2[N:23]([CH2:24][O:25][CH2:26][CH2:27][Si:28]([CH3:31])([CH3:30])[CH3:29])[C:22](=[O:32])[C:21]3[C:16](=[CH:17][CH:18]=[C:19]([NH2:33])[CH:20]=3)[N:15]=2)[CH:13]=1)=[O:8])[CH3:5].C(O[BH-](OC(=O)C)OC(=O)C)(=O)C.[Na+]. The catalyst is C(O)C.CCOC(C)=O. The product is [CH2:4]([O:6][C:7]([C:9]1[CH:10]=[N:11][N:12]([C:14]2[N:23]([CH2:24][O:25][CH2:26][CH2:27][Si:28]([CH3:31])([CH3:30])[CH3:29])[C:22](=[O:32])[C:21]3[C:16](=[CH:17][CH:18]=[C:19]([NH:33][CH2:1][CH3:2])[CH:20]=3)[N:15]=2)[CH:13]=1)=[O:8])[CH3:5]. The yield is 0.330. (6) The reactants are Cl[C:2]1[N:7]=[C:6]([C:8]2[N:12]3[CH:13]=[CH:14][CH:15]=[CH:16][C:11]3=[N:10][C:9]=2[C:17]2[CH:18]=[CH:19][C:20]([O:34][CH3:35])=[C:21]([CH:33]=2)[C:22]([NH:24][C:25]2[C:30]([F:31])=[CH:29][CH:28]=[CH:27][C:26]=2[F:32])=[O:23])[CH:5]=[CH:4][N:3]=1.[CH3:36][CH:37]([C@@H:39]1[N:44]([CH2:45][CH2:46][S:47]([CH3:50])(=[O:49])=[O:48])[CH2:43][CH2:42][N:41]([C:51]2[CH:57]=[CH:56][C:54]([NH2:55])=[C:53]([O:58][CH3:59])[CH:52]=2)[CH2:40]1)[CH3:38].Cl.N. The catalyst is C(O)C(F)(F)F.CO. The product is [F:32][C:26]1[CH:27]=[CH:28][CH:29]=[C:30]([F:31])[C:25]=1[NH:24][C:22](=[O:23])[C:21]1[CH:33]=[C:17]([C:9]2[N:10]=[C:11]3[CH:16]=[CH:15][CH:14]=[CH:13][N:12]3[C:8]=2[C:6]2[CH:5]=[CH:4][N:3]=[C:2]([NH:55][C:54]3[CH:56]=[CH:57][C:51]([N:41]4[CH2:42][CH2:43][N:44]([CH2:45][CH2:46][S:47]([CH3:50])(=[O:49])=[O:48])[C@@H:39]([CH:37]([CH3:38])[CH3:36])[CH2:40]4)=[CH:52][C:53]=3[O:58][CH3:59])[N:7]=2)[CH:18]=[CH:19][C:20]=1[O:34][CH3:35]. The yield is 0.480. (7) The reactants are [Cl:1][C:2]1[CH:33]=[CH:32][CH:31]=[C:30]([C:34]([F:37])([F:36])[F:35])[C:3]=1[C:4]([N:6]1[C:14]2[C:9](=[CH:10][CH:11]=[C:12]([C:15]#[C:16][CH2:17][OH:18])[CH:13]=2)[C:8]([C:19]2[CH:28]=[CH:27][C:22]([C:23]([O:25][CH3:26])=[O:24])=[CH:21][C:20]=2[F:29])=[N:7]1)=[O:5].CC(OI1(OC(C)=O)(OC(C)=O)OC(=O)C2C=CC=CC1=2)=O. The catalyst is C(Cl)Cl.O. The product is [Cl:1][C:2]1[CH:33]=[CH:32][CH:31]=[C:30]([C:34]([F:36])([F:37])[F:35])[C:3]=1[C:4]([N:6]1[C:14]2[C:9](=[CH:10][CH:11]=[C:12]([C:15]#[C:16][CH:17]=[O:18])[CH:13]=2)[C:8]([C:19]2[CH:28]=[CH:27][C:22]([C:23]([O:25][CH3:26])=[O:24])=[CH:21][C:20]=2[F:29])=[N:7]1)=[O:5]. The yield is 0.880. (8) The reactants are [ClH:1].[NH2:2][C:3]([CH3:24])([CH2:6][CH2:7][C:8]1[S:9][CH:10]=[C:11]([C:13]#[C:14][CH2:15][CH2:16][CH2:17][C:18]2[CH:23]=[CH:22][CH:21]=[CH:20][CH:19]=2)[CH:12]=1)[CH2:4][OH:5].S(=O)(=O)(O)[OH:26].[OH-].[Na+]. The catalyst is CO. The product is [ClH:1].[NH2:2][C:3]([CH3:24])([CH2:6][CH2:7][C:8]1[S:9][CH:10]=[C:11]([C:13](=[O:26])[CH2:14][CH2:15][CH2:16][CH2:17][C:18]2[CH:19]=[CH:20][CH:21]=[CH:22][CH:23]=2)[CH:12]=1)[CH2:4][OH:5]. The yield is 0.530. (9) The reactants are [F:1][CH:2]1[C:11]2[C:6](=[CH:7][CH:8]=[C:9]([N+:12]([O-:14])=[O:13])[CH:10]=2)[C:5](=[O:15])[NH:4][CH:3]1OC.Cl.O1CCOCC1. The catalyst is CC#N. The product is [F:1][C:2]1[C:11]2[C:6](=[CH:7][CH:8]=[C:9]([N+:12]([O-:14])=[O:13])[CH:10]=2)[C:5]([OH:15])=[N:4][CH:3]=1. The yield is 0.950.